Dataset: Reaction yield outcomes from USPTO patents with 853,638 reactions. Task: Predict the reaction yield, written as a fraction of the theoretical maximum amount of product (1.0 means a 100% yield; for example, 0.34 means a 34% yield). (1) The reactants are [Cl:1][C:2]1[C:3]([CH2:8][C:9]([O:11][CH2:12][CH3:13])=[O:10])=[N:4][CH:5]=[CH:6][CH:7]=1.Br[CH:15]([CH2:18][CH2:19][O:20][CH3:21])[CH:16]=O.C([O-])(O)=O.[Na+]. The catalyst is C(Cl)Cl. The product is [Cl:1][C:2]1[C:3]2[N:4]([C:15]([CH2:18][CH2:19][O:20][CH3:21])=[CH:16][C:8]=2[C:9]([O:11][CH2:12][CH3:13])=[O:10])[CH:5]=[CH:6][CH:7]=1. The yield is 0.650. (2) The reactants are C(N(C1C=CC=CC=1)S(C1C=CC(N2C(=O)C3CN(C(OC(C)(C)C)=O)CCC=3N2)=NC=1)(=O)=O)C.[CH:36]1([N:41]([CH2:60][CH:61]2[CH2:65][O:64]C(C)(C)[O:62]2)[S:42]([C:45]2[CH:46]=[N:47][C:48]([N:51]3[C:55](=[O:56])[C:54]4[CH2:57][S:58][CH2:59][C:53]=4[NH:52]3)=[CH:49][CH:50]=2)(=[O:44])=[O:43])[CH2:40][CH2:39][CH2:38][CH2:37]1. The catalyst is CC(O)=O. The product is [CH:36]1([N:41]([CH2:60][CH:61]([OH:62])[CH2:65][OH:64])[S:42]([C:45]2[CH:46]=[N:47][C:48]([N:51]3[C:55](=[O:56])[C:54]4[CH2:57][S:58][CH2:59][C:53]=4[NH:52]3)=[CH:49][CH:50]=2)(=[O:43])=[O:44])[CH2:40][CH2:39][CH2:38][CH2:37]1. The yield is 0.300. (3) The reactants are [CH2:1]([O:8][CH2:9][C:10]1[NH:11][CH:12]=[C:13]([C:15]([F:18])([F:17])[F:16])[N:14]=1)[C:2]1[CH:7]=[CH:6][CH:5]=[CH:4][CH:3]=1.C1C(=O)N([I:26])C(=O)C1. The catalyst is CC#N.O. The product is [CH2:1]([O:8][CH2:9][C:10]1[NH:11][C:12]([I:26])=[C:13]([C:15]([F:17])([F:18])[F:16])[N:14]=1)[C:2]1[CH:3]=[CH:4][CH:5]=[CH:6][CH:7]=1. The yield is 0.310. (4) No catalyst specified. The reactants are [CH3:1][C:2]1[O:6][C:5]([C:7]2[N:12]=[C:11](O)[CH:10]=[C:9]([C:14]3[S:15][CH:16]=[CH:17][N:18]=3)[N:8]=2)=[CH:4][CH:3]=1.P(Cl)(Cl)([Cl:21])=O. The product is [Cl:21][C:11]1[CH:10]=[C:9]([C:14]2[S:15][CH:16]=[CH:17][N:18]=2)[N:8]=[C:7]([C:5]2[O:6][C:2]([CH3:1])=[CH:3][CH:4]=2)[N:12]=1. The yield is 0.660. (5) The reactants are [CH3:1][CH:2]([CH3:15])[CH2:3][CH:4]([CH:6]1[S:10][CH2:9][CH:8](O)[CH:7]1[N+:12]([O-:14])=[O:13])[CH3:5].S(Cl)(C)(=O)=O.C(N(CC)CC)C.O. The catalyst is ClCCl. The product is [CH3:1][CH:2]([CH3:15])[CH2:3][CH:4]([CH:6]1[C:7]([N+:12]([O-:14])=[O:13])=[CH:8][CH2:9][S:10]1)[CH3:5]. The yield is 0.477. (6) The reactants are Br[C:2]1[CH:7]=[CH:6][N:5]=[C:4]([CH2:8][O:9][Si:10]([C:13]([CH3:16])([CH3:15])[CH3:14])([CH3:12])[CH3:11])[CH:3]=1.[CH3:17][N:18]1C(=O)CCC1. The catalyst is [C-]#N.[Zn+2].[C-]#N.C1C=CC([P]([Pd]([P](C2C=CC=CC=2)(C2C=CC=CC=2)C2C=CC=CC=2)([P](C2C=CC=CC=2)(C2C=CC=CC=2)C2C=CC=CC=2)[P](C2C=CC=CC=2)(C2C=CC=CC=2)C2C=CC=CC=2)(C2C=CC=CC=2)C2C=CC=CC=2)=CC=1. The product is [Si:10]([O:9][CH2:8][C:4]1[CH:3]=[C:2]([CH:7]=[CH:6][N:5]=1)[C:17]#[N:18])([C:13]([CH3:16])([CH3:15])[CH3:14])([CH3:12])[CH3:11]. The yield is 0.260. (7) The reactants are [Cl:1][C:2]1[CH:3]=[C:4]([CH:8]=[CH:9][CH:10]=1)[C:5]([OH:7])=O.Cl.[CH3:12][O:13][C:14](=[O:19])[C@H:15]([CH2:17][OH:18])[NH2:16].C1C=CC2N(O)N=NC=2C=1.CN1CCOCC1.CCN=C=NCCCN(C)C. The catalyst is CN(C=O)C.C(OCC)(=O)C. The product is [CH3:12][O:13][C:14](=[O:19])[CH:15]([NH:16][C:5](=[O:7])[C:4]1[CH:8]=[CH:9][CH:10]=[C:2]([Cl:1])[CH:3]=1)[CH2:17][OH:18]. The yield is 0.930.